Dataset: NCI-60 drug combinations with 297,098 pairs across 59 cell lines. Task: Regression. Given two drug SMILES strings and cell line genomic features, predict the synergy score measuring deviation from expected non-interaction effect. Drug 2: COC1=C2C(=CC3=C1OC=C3)C=CC(=O)O2. Cell line: HT29. Synergy scores: CSS=37.8, Synergy_ZIP=-1.57, Synergy_Bliss=0.882, Synergy_Loewe=-13.5, Synergy_HSA=0.0785. Drug 1: C1=NC2=C(N1)C(=S)N=C(N2)N.